Dataset: Reaction yield outcomes from USPTO patents with 853,638 reactions. Task: Predict the reaction yield, written as a fraction of the theoretical maximum amount of product (1.0 means a 100% yield; for example, 0.34 means a 34% yield). (1) The reactants are [N-:1]=[N+:2]=[N-:3].[Na+].[CH3:5][O:6][C:7]1[CH:12]=[CH:11][C:10]([CH2:13][CH2:14][CH2:15][CH2:16]OS(C2C=CC(C)=CC=2)(=O)=O)=[CH:9][CH:8]=1. The catalyst is CN(C=O)C. The product is [CH3:5][O:6][C:7]1[CH:12]=[CH:11][C:10]([CH2:13][CH2:14][CH2:15][CH2:16][N:1]=[N+:2]=[N-:3])=[CH:9][CH:8]=1. The yield is 0.950. (2) The yield is 0.350. The reactants are Br[CH2:2][C:3]1[CH:8]=[CH:7][CH:6]=[C:5]([O:9][CH3:10])[CH:4]=1.[O:11]1[CH:15]=[CH:14][CH:13]=[C:12]1[CH2:16][NH:17][S:18]([C:21]1[CH:29]=[CH:28][C:24]([C:25]([OH:27])=[O:26])=[CH:23][CH:22]=1)(=[O:20])=[O:19]. The product is [O:11]1[CH:15]=[CH:14][CH:13]=[C:12]1[CH2:16][N:17]([CH2:2][C:3]1[CH:8]=[CH:7][CH:6]=[C:5]([O:9][CH3:10])[CH:4]=1)[S:18]([C:21]1[CH:29]=[CH:28][C:24]([C:25]([OH:27])=[O:26])=[CH:23][CH:22]=1)(=[O:20])=[O:19]. No catalyst specified.